This data is from Forward reaction prediction with 1.9M reactions from USPTO patents (1976-2016). The task is: Predict the product of the given reaction. The product is: [CH3:15][C:16]1[CH:23]=[CH:22][C:19]([CH2:20][S:11]([C:9]2[S:10][C:6]3[CH:5]=[CH:4][N:3]=[C:2]([N:34]4[CH2:33][CH2:32][N:31]([C:29]([O:28][C:24]([CH3:27])([CH3:26])[CH3:25])=[O:30])[CH2:36][CH2:35]4)[C:7]=3[CH:8]=2)(=[O:13])=[O:12])=[CH:18][CH:17]=1. Given the reactants Cl[C:2]1[C:7]2[CH:8]=[C:9]([S:11]([O-:13])=[O:12])[S:10][C:6]=2[CH:5]=[CH:4][N:3]=1.[Li+].[CH3:15][C:16]1[CH:23]=[CH:22][C:19]([CH2:20]Br)=[CH:18][CH:17]=1.[C:24]([O:28][C:29]([N:31]1[CH2:36][CH2:35][NH:34][CH2:33][CH2:32]1)=[O:30])([CH3:27])([CH3:26])[CH3:25], predict the reaction product.